This data is from Peptide-MHC class II binding affinity with 134,281 pairs from IEDB. The task is: Regression. Given a peptide amino acid sequence and an MHC pseudo amino acid sequence, predict their binding affinity value. This is MHC class II binding data. (1) The peptide sequence is FHEMNNGGDAMYMAL. The MHC is DRB1_0405 with pseudo-sequence DRB1_0405. The binding affinity (normalized) is 0.505. (2) The peptide sequence is DTFRKLFRVYSNFLR. The MHC is DRB4_0101 with pseudo-sequence DRB4_0103. The binding affinity (normalized) is 0.359. (3) The peptide sequence is RFHLIKNTFGLLFYQ. The MHC is DRB1_0401 with pseudo-sequence DRB1_0401. The binding affinity (normalized) is 0.803.